This data is from Catalyst prediction with 721,799 reactions and 888 catalyst types from USPTO. The task is: Predict which catalyst facilitates the given reaction. (1) Reactant: [CH3:1][N:2]([CH3:12])[C:3]1[CH:11]=[C:6]2[CH:7]=[CH:8][CH:9]=[CH:10][N:5]2[N:4]=1.[C:13](Cl)(=[O:17])[CH:14]([CH3:16])[CH3:15].[Al+3].[Cl-].[Cl-].[Cl-]. Product: [CH3:1][N:2]([CH3:12])[C:3]1[C:11]([C:13](=[O:17])[CH:14]([CH3:16])[CH3:15])=[C:6]2[CH:7]=[CH:8][CH:9]=[CH:10][N:5]2[N:4]=1. The catalyst class is: 26. (2) Reactant: [F:1][C:2]1[C:7]([CH2:8]O)=[C:6]([F:10])[C:5]([F:11])=[CH:4][C:3]=1[N:12]1[CH2:17][CH2:16][N:15]([C:18]([O:20][C:21]([CH3:24])([CH3:23])[CH3:22])=[O:19])[CH2:14][CH2:13]1.P(Br)(Br)[Br:26]. Product: [Br:26][CH2:8][C:7]1[C:2]([F:1])=[C:3]([N:12]2[CH2:17][CH2:16][N:15]([C:18]([O:20][C:21]([CH3:24])([CH3:23])[CH3:22])=[O:19])[CH2:14][CH2:13]2)[CH:4]=[C:5]([F:11])[C:6]=1[F:10]. The catalyst class is: 2. (3) Reactant: C([O:4][C:5]1[CH:10]=[CH:9][C:8]([O:11][CH2:12][CH2:13][O:14][CH2:15][CH2:16][O:17][CH2:18][CH2:19][O:20][CH2:21][CH2:22][CH2:23][CH2:24][CH2:25][CH2:26][CH2:27][CH2:28][CH2:29][CH:30]=[CH2:31])=[CH:7][CH:6]=1)(=O)C.C(O)(=O)C.NN. Product: [CH2:21]([O:20][CH2:19][CH2:18][O:17][CH2:16][CH2:15][O:14][CH2:13][CH2:12][O:11][C:8]1[CH:9]=[CH:10][C:5]([OH:4])=[CH:6][CH:7]=1)[CH2:22][CH2:23][CH2:24][CH2:25][CH2:26][CH2:27][CH2:28][CH2:29][CH:30]=[CH2:31]. The catalyst class is: 5. (4) Reactant: [CH3:1][O:2][C:3](=[O:12])[C:4]1[CH:9]=[C:8]([OH:10])[CH:7]=[CH:6][C:5]=1[Br:11].C([O-])([O-])=O.[K+].[K+].[CH:19]1[CH:24]=[CH:23][C:22]([CH2:25]Br)=[CH:21][CH:20]=1.CC(=O)OCC. Product: [CH3:1][O:2][C:3](=[O:12])[C:4]1[CH:9]=[C:8]([O:10][CH2:25][C:22]2[CH:23]=[CH:24][CH:19]=[CH:20][CH:21]=2)[CH:7]=[CH:6][C:5]=1[Br:11]. The catalyst class is: 18. (5) Reactant: [CH3:1][C:2]1[N:6]([CH2:7][C:8]([OH:10])=O)[N:5]=[C:4]([C:11]([F:14])([F:13])[F:12])[CH:3]=1.C(N(C(C)C)CC)(C)C.C[NH3+].F[P-](F)(F)(F)(F)F.N1(OC(N(C)C)=[N+](C)C)C2N=CC=CC=2N=N1.F[P-](F)(F)(F)(F)F.Cl.[CH2:58]([O:60][C:61](=[O:74])[C:62]1[CH:67]=[CH:66][CH:65]=[C:64]([CH:68]2[CH2:73][CH2:72][NH:71][CH2:70][CH2:69]2)[CH:63]=1)[CH3:59]. Product: [CH2:58]([O:60][C:61](=[O:74])[C:62]1[CH:67]=[CH:66][CH:65]=[C:64]([CH:68]2[CH2:69][CH2:70][N:71]([C:8](=[O:10])[CH2:7][N:6]3[C:2]([CH3:1])=[CH:3][C:4]([C:11]([F:14])([F:13])[F:12])=[N:5]3)[CH2:72][CH2:73]2)[CH:63]=1)[CH3:59]. The catalyst class is: 3.